Dataset: Full USPTO retrosynthesis dataset with 1.9M reactions from patents (1976-2016). Task: Predict the reactants needed to synthesize the given product. (1) The reactants are: [NH2:1][C:2]1[CH:7]=[N:6][C:5]([S:8][CH3:9])=[CH:4][N:3]=1.N1C=CC=CC=1.[Br:16]Br. Given the product [NH2:1][C:2]1[C:7]([Br:16])=[N:6][C:5]([S:8][CH3:9])=[CH:4][N:3]=1, predict the reactants needed to synthesize it. (2) Given the product [CH3:8][C:2]([S:9]([C:12]1[CH:17]=[CH:16][CH:15]=[C:14]([C:18]([F:20])([F:21])[F:19])[CH:13]=1)(=[O:11])=[O:10])([CH3:1])[C:3]([OH:5])=[O:4], predict the reactants needed to synthesize it. The reactants are: [CH3:1][C:2]([S:9]([C:12]1[CH:17]=[CH:16][CH:15]=[C:14]([C:18]([F:21])([F:20])[F:19])[CH:13]=1)(=[O:11])=[O:10])([CH3:8])[C:3]([O:5]CC)=[O:4].O[Li].O. (3) Given the product [NH2:25][C:23]1[N:24]=[C:19]([C:15]2[CH:14]=[C:13]([NH:12][C:7](=[O:9])[C:6]3[CH:10]=[C:2]([Cl:1])[CH:3]=[CH:4][C:5]=3[OH:11])[CH:18]=[CH:17][CH:16]=2)[CH:20]=[C:21]([NH:26][CH3:27])[N:22]=1, predict the reactants needed to synthesize it. The reactants are: [Cl:1][C:2]1[CH:3]=[CH:4][C:5]([OH:11])=[C:6]([CH:10]=1)[C:7]([OH:9])=O.[NH2:12][C:13]1[CH:14]=[C:15]([C:19]2[N:24]=[C:23]([NH2:25])[N:22]=[C:21]([NH:26][CH3:27])[CH:20]=2)[CH:16]=[CH:17][CH:18]=1.OC1C2N=NNC=2C=CC=1.C1(N=C=NC2CCCCC2)CCCCC1. (4) Given the product [F:23][C:19]1[CH:18]=[C:17]([C:9]2[C:10]3[C:15]([NH2:16])=[N:14][CH:13]=[N:12][C:11]=3[N:7]([CH:5]3[CH2:4][CH:3]([CH2:2][N:1]4[CH2:35][CH2:34][CH2:33][CH2:32]4)[CH2:6]3)[CH:8]=2)[CH:22]=[CH:21][CH:20]=1, predict the reactants needed to synthesize it. The reactants are: [NH2:1][CH2:2][CH:3]1[CH2:6][CH:5]([N:7]2[C:11]3[N:12]=[CH:13][N:14]=[C:15]([NH2:16])[C:10]=3[C:9]([C:17]3[CH:22]=[CH:21][CH:20]=[C:19]([F:23])[CH:18]=3)=[CH:8]2)[CH2:4]1.C(N(CC)CC)C.Br[CH2:32][CH2:33][CH2:34][CH2:35]Br. (5) Given the product [Cl:11][C:12]1[CH:13]=[CH:14][C:15]2[N:16]([N:18]=[C:19]([C:30]3[CH:35]=[CH:34][CH:33]=[CH:32][CH:31]=3)[C:20]=2[CH2:21][C:22]2[N:27]=[C:26]([C:28]([NH:2][OH:3])=[NH:29])[CH:25]=[CH:24][CH:23]=2)[CH:17]=1, predict the reactants needed to synthesize it. The reactants are: Cl.[NH2:2][OH:3].C(N(CC)CC)C.[Cl:11][C:12]1[CH:13]=[CH:14][C:15]2[N:16]([N:18]=[C:19]([C:30]3[CH:35]=[CH:34][CH:33]=[CH:32][CH:31]=3)[C:20]=2[CH2:21][C:22]2[N:27]=[C:26]([C:28]#[N:29])[CH:25]=[CH:24][CH:23]=2)[CH:17]=1. (6) The reactants are: [Cl:1][C:2]1[CH:7]=[CH:6][N:5]=[C:4]2[CH:8]=[C:9]([C:11]3[N:16]=[C:15]([CH:17]=O)[CH:14]=[CH:13][CH:12]=3)[S:10][C:3]=12.[CH3:19][NH:20][CH3:21].[BH3-]C#N.[Na+].CC([O-])=O.[Na+]. Given the product [Cl:1][C:2]1[CH:7]=[CH:6][N:5]=[C:4]2[CH:8]=[C:9]([C:11]3[N:16]=[C:15]([CH2:17][N:20]([CH3:21])[CH3:19])[CH:14]=[CH:13][CH:12]=3)[S:10][C:3]=12, predict the reactants needed to synthesize it.